Dataset: Experimentally validated miRNA-target interactions with 360,000+ pairs, plus equal number of negative samples. Task: Binary Classification. Given a miRNA mature sequence and a target amino acid sequence, predict their likelihood of interaction. The miRNA is hsa-miR-15a-3p with sequence CAGGCCAUAUUGUGCUGCCUCA. The protein sequence of the target gene is MSGAPPSYSFVALPPRAKDGLVVFGKNSARPRDEVQEVVYFPAVDHDAESKVECTYISIDQVPRTHAIVISRPAWLWGAEMGANEHGVCIANEAINAREPAAETEALLGMDLVRLGLERGTTAKEALDIIVSLLDEHGQGGNYYEDAHSCHSFQSAYLLVDRDEAWVLETVGKYWAAERITEGVRCICNHLSLATKLDEEHPELRTYAQSQGWWTGDDEFNFAQVFSPADDRLDCCAGQDSLEKQEESITVQTMINILRDKASGVCIDSESFLTTASIVSVLPQNRSSPCIHYFTGTPDP.... Result: 0 (no interaction).